Dataset: Full USPTO retrosynthesis dataset with 1.9M reactions from patents (1976-2016). Task: Predict the reactants needed to synthesize the given product. The reactants are: [F:1][C:2]1[CH:7]=[C:6]([N:8]([CH2:21][C:22]2[CH:23]=[C:24]([C:28]3[C:33]([CH3:34])=[CH:32][C:31]([OH:35])=[CH:30][C:29]=3[CH3:36])[CH:25]=[CH:26][CH:27]=2)[S:9]([C:12]2[CH:17]=[CH:16][CH:15]=[CH:14][C:13]=2[N+:18]([O-:20])=[O:19])(=[O:11])=[O:10])[CH:5]=[CH:4][C:3]=1[CH2:37][CH2:38][C:39]([O:41][C:42]([CH3:45])([CH3:44])[CH3:43])=[O:40].[CH2:46]([NH:48][CH2:49][CH2:50]O)[CH3:47].[C:52](OC(=O)C)(=[O:54])[CH3:53]. Given the product [C:52]([N:48]([CH2:46][CH3:47])[CH2:49][CH2:50][O:35][C:31]1[CH:32]=[C:33]([CH3:34])[C:28]([C:24]2[CH:25]=[CH:26][CH:27]=[C:22]([CH2:21][N:8]([S:9]([C:12]3[CH:17]=[CH:16][CH:15]=[CH:14][C:13]=3[N+:18]([O-:20])=[O:19])(=[O:10])=[O:11])[C:6]3[CH:5]=[CH:4][C:3]([CH2:37][CH2:38][C:39]([O:41][C:42]([CH3:45])([CH3:44])[CH3:43])=[O:40])=[C:2]([F:1])[CH:7]=3)[CH:23]=2)=[C:29]([CH3:36])[CH:30]=1)(=[O:54])[CH3:53], predict the reactants needed to synthesize it.